Predict the product of the given reaction. From a dataset of Forward reaction prediction with 1.9M reactions from USPTO patents (1976-2016). Given the reactants [C:1]([CH2:3][C:4]1[CH:5]=[C:6]([CH:16]=[CH:17][CH:18]=1)[O:7][CH2:8][C:9]([O:11][C:12]([CH3:15])([CH3:14])[CH3:13])=[O:10])#[N:2].O.[BH4-].[Na+], predict the reaction product. The product is: [NH2:2][CH2:1][CH2:3][C:4]1[CH:5]=[C:6]([CH:16]=[CH:17][CH:18]=1)[O:7][CH2:8][C:9]([O:11][C:12]([CH3:15])([CH3:13])[CH3:14])=[O:10].